The task is: Predict the reaction yield, written as a fraction of the theoretical maximum amount of product (1.0 means a 100% yield; for example, 0.34 means a 34% yield).. This data is from Reaction yield outcomes from USPTO patents with 853,638 reactions. (1) The reactants are [Cl:1][C:2]1[CH:10]=[CH:9][C:8]([OH:11])=[CH:7][C:3]=1[C:4]([NH2:6])=[O:5].C1(P(C2C=CC=CC=2)C2C=CC=CC=2)C=CC=CC=1.[Br:31][CH2:32][CH2:33]O.N(C(OC(C)(C)C)=O)=NC(OC(C)(C)C)=O. The catalyst is C1COCC1. The product is [Br:31][CH2:32][CH2:33][O:11][C:8]1[CH:9]=[CH:10][C:2]([Cl:1])=[C:3]([CH:7]=1)[C:4]([NH2:6])=[O:5]. The yield is 0.400. (2) The reactants are [NH2:1][CH2:2][CH2:3][P:4](=[O:11])([O:8][CH2:9][CH3:10])[O:5][CH2:6][CH3:7].[Cl:12][C:13]1[CH:14]=[C:15]2[C:20](=[C:21]([Cl:23])[CH:22]=1)[CH2:19][N:18]([CH3:24])[CH2:17][CH:16]2[C:25]1[CH:26]=[C:27]([S:31](Cl)(=[O:33])=[O:32])[CH:28]=[CH:29][CH:30]=1. The catalyst is ClCCl. The product is [Cl:12][C:13]1[CH:14]=[C:15]2[C:20](=[C:21]([Cl:23])[CH:22]=1)[CH2:19][N:18]([CH3:24])[CH2:17][CH:16]2[C:25]1[CH:26]=[C:27]([S:31]([NH:1][CH2:2][CH2:3][P:4](=[O:11])([O:5][CH2:6][CH3:7])[O:8][CH2:9][CH3:10])(=[O:33])=[O:32])[CH:28]=[CH:29][CH:30]=1. The yield is 0.240. (3) The yield is 0.480. The reactants are [CH:1](=O)[C:2]1[CH:7]=[CH:6][CH:5]=[CH:4][CH:3]=1.CO.[C@H:11]1([NH2:18])[CH2:16][CH2:15][CH2:14][CH2:13][C@@H:12]1[NH2:17].[BH4-].[Na+]. The catalyst is O. The product is [CH2:1]([NH:17][C@H:12]1[CH2:13][CH2:14][CH2:15][CH2:16][C@@H:11]1[NH2:18])[C:2]1[CH:7]=[CH:6][CH:5]=[CH:4][CH:3]=1. (4) The reactants are [F:1][C:2]1[CH:7]=[CH:6][CH:5]=[C:4]([O:8][C:9]2[CH:14]=[CH:13][C:12](I)=[CH:11][CH:10]=2)[C:3]=1[F:16].[CH3:17][C:18]1([CH3:34])[C:22]([CH3:24])([CH3:23])[O:21][B:20]([B:20]2[O:21][C:22]([CH3:24])([CH3:23])[C:18]([CH3:34])([CH3:17])[O:19]2)[O:19]1.C([O-])(=O)C.[K+]. The catalyst is CN(C)C=O.O.CC([O-])=O.CC([O-])=O.[Pd+2]. The product is [F:16][C:3]1[C:2]([F:1])=[CH:7][CH:6]=[CH:5][C:4]=1[O:8][C:9]1[CH:14]=[CH:13][C:12]([B:20]2[O:21][C:22]([CH3:24])([CH3:23])[C:18]([CH3:34])([CH3:17])[O:19]2)=[CH:11][CH:10]=1. The yield is 0.750. (5) The reactants are [Cl:1][C:2]1[N:7]=[CH:6][C:5]([CH2:8][NH:9][CH2:10][CH:11]([F:13])[F:12])=[CH:4][CH:3]=1.S([O-])(O)(=O)=[O:15].[K+].[OH2:20].ClCCl.[C:24](#N)[CH2:25][CH2:26][CH3:27]. No catalyst specified. The product is [Cl:1][C:2]1[N:7]=[CH:6][C:5]([CH2:8][N:9]([CH2:10][CH:11]([F:13])[F:12])[C:26]2[CH2:27][O:20][C:24](=[O:15])[CH:25]=2)=[CH:4][CH:3]=1. The yield is 0.910.